This data is from Full USPTO retrosynthesis dataset with 1.9M reactions from patents (1976-2016). The task is: Predict the reactants needed to synthesize the given product. (1) Given the product [CH2:16]1[CH2:17][O:18][C:2]2([CH2:7][CH2:6][CH2:5][C:4]([C:10]3[CH:11]=[CH:12][CH:13]=[CH:14][CH:15]=3)([C:8]#[N:9])[CH2:3]2)[O:1]1, predict the reactants needed to synthesize it. The reactants are: [O:1]=[C:2]1[CH2:7][CH2:6][CH2:5][C:4]([C:10]2[CH:15]=[CH:14][CH:13]=[CH:12][CH:11]=2)([C:8]#[N:9])[CH2:3]1.[CH2:16](O)[CH2:17][OH:18].C1(C)C=CC(S([O-])(=O)=O)=CC=1.[NH+]1C=CC=CC=1. (2) Given the product [F:1][C:2]([F:22])([F:23])[C:3]([C:18]([F:19])([F:20])[F:21])([OH:17])[CH2:4][CH2:5][CH2:6][CH2:7][CH2:8][CH2:9][OH:10], predict the reactants needed to synthesize it. The reactants are: [F:1][C:2]([F:23])([F:22])[C:3]([C:18]([F:21])([F:20])[F:19])([OH:17])[CH2:4][CH2:5][CH2:6][CH2:7][CH2:8][CH2:9][O:10]C1CCCCO1.O.C1(C)C=CC(S(O)(=O)=O)=CC=1.CO. (3) Given the product [O:25]1[C:29]2[CH:30]=[CH:31][C:32]([C:34]3[O:1][N:2]=[C:3]([C:5]4[CH:13]=[CH:12][C:11]5[N:10]6[CH2:14][CH2:15][CH:16]([CH2:17][C:18]([O:20][C:21]([CH3:24])([CH3:23])[CH3:22])=[O:19])[C:9]6=[CH:8][C:7]=5[CH:6]=4)[N:4]=3)=[CH:33][C:28]=2[O:27][CH2:26]1, predict the reactants needed to synthesize it. The reactants are: [OH:1][N:2]=[C:3]([C:5]1[CH:13]=[CH:12][C:11]2[N:10]3[CH2:14][CH2:15][CH:16]([CH2:17][C:18]([O:20][C:21]([CH3:24])([CH3:23])[CH3:22])=[O:19])[C:9]3=[CH:8][C:7]=2[CH:6]=1)[NH2:4].[O:25]1[C:29]2[CH:30]=[CH:31][C:32]([C:34](Cl)=O)=[CH:33][C:28]=2[O:27][CH2:26]1.